The task is: Predict the product of the given reaction.. This data is from Forward reaction prediction with 1.9M reactions from USPTO patents (1976-2016). (1) Given the reactants [C:1]1([C:7]([CH:9]([CH2:13][CH2:14][C:15](=[O:17])[CH3:16])[C:10]([O-:12])=[O:11])=O)[CH:6]=[CH:5][CH:4]=[CH:3][CH:2]=1.[C:18](O)(=O)[CH3:19].CCOC(C)=O, predict the reaction product. The product is: [O:17]=[C:15]1[CH2:14][CH2:13][CH:9]([C:10]([O:12][CH2:18][CH3:19])=[O:11])[C:7]([C:1]2[CH:6]=[CH:5][CH:4]=[CH:3][CH:2]=2)=[CH:16]1. (2) The product is: [N+:1]([C:4]1[C:9]2[NH:10][C:11]([C:16]3[CH:21]=[CH:20][CH:19]=[CH:18][N:17]=3)([C:23]([OH:24])=[O:26])[CH2:12][O:13][C:8]=2[CH:7]=[CH:6][CH:5]=1)([O-:3])=[O:2]. Given the reactants [N+:1]([C:4]1[C:9]2[NH:10][C:11]([C:16]3[CH:21]=[CH:20][CH:19]=[CH:18][N:17]=3)(C#N)[CH2:12][O:13][C:8]=2[CH:7]=[CH:6][CH:5]=1)([O-:3])=[O:2].Cl.[C:23](=[O:26])(O)[O-:24].[Na+], predict the reaction product. (3) Given the reactants [O:1]1[CH:5]=[CH:4][CH:3]=[C:2]1[C:6]1[NH:14][C:13]([NH2:15])=[N:12][C:11]2[C:7]=1[N:8]=[CH:9][N:10]=2.[C:16]([C:20]1[CH:25]=[CH:24][C:23]([S:26](Cl)(=[O:28])=[O:27])=[CH:22][CH:21]=1)([CH3:19])([CH3:18])[CH3:17].CCN(CC)CC, predict the reaction product. The product is: [C:16]([C:20]1[CH:25]=[CH:24][C:23]([S:26]([N:10]2[CH:9]=[N:8][C:7]3[C:11]2=[N:12][C:13]([NH2:15])=[N:14][C:6]=3[C:2]2[O:1][CH:5]=[CH:4][CH:3]=2)(=[O:28])=[O:27])=[CH:22][CH:21]=1)([CH3:19])([CH3:17])[CH3:18]. (4) Given the reactants [Cl:1][C:2]1[CH:7]=[C:6]([NH2:8])[C:5]([C:9]#[C:10][Si](C)(C)C)=[CH:4][N:3]=1.CC(C)([O-])C.[K+], predict the reaction product. The product is: [Cl:1][C:2]1[N:3]=[CH:4][C:5]2[CH:9]=[CH:10][NH:8][C:6]=2[CH:7]=1.